This data is from Reaction yield outcomes from USPTO patents with 853,638 reactions. The task is: Predict the reaction yield, written as a fraction of the theoretical maximum amount of product (1.0 means a 100% yield; for example, 0.34 means a 34% yield). (1) The reactants are [NH2:1][C:2]1[N:3]=[CH:4][C:5]2[CH2:11][N:10]([C:12]3[CH:13]=[C:14]([CH:18]=[CH:19][CH:20]=3)[C:15](O)=[O:16])[CH2:9][CH2:8][C:6]=2[N:7]=1.C(N(CC)C(C)C)(C)C.CN(C(O[N:38]1N=N[C:40]2[CH:41]=[CH:42]C=C[C:39]1=2)=[N+](C)C)C.F[P-](F)(F)(F)(F)F.C(N)CCC. The catalyst is CN(C=O)C.O. The product is [NH2:1][C:2]1[N:3]=[CH:4][C:5]2[CH2:11][N:10]([C:12]3[CH:13]=[C:14]([CH:18]=[CH:19][CH:20]=3)[C:15]([NH:38][CH2:39][CH2:40][CH2:41][CH3:42])=[O:16])[CH2:9][CH2:8][C:6]=2[N:7]=1. The yield is 0.860. (2) The reactants are [CH3:1][C:2]1[CH:3]=[C:4]([CH3:12])[C:5]2[O:9][C:8]([NH2:10])=[N:7][C:6]=2[CH:11]=1.[CH3:28][C:23]1([CH3:29])[C:24]([CH3:27])([CH3:26])[O:25][B:21]([B:21]2[O:25][C:24]([CH3:27])([CH3:26])[C:23]([CH3:29])([CH3:28])[O:22]2)[O:22]1.[C:31]([O-])(=O)[CH3:32].[K+].C(Cl)Cl. The catalyst is CN(C=O)C. The product is [CH3:1][C:2]1[CH:3]=[C:4]([CH3:12])[C:5]2[O:9][C:8]([NH:10][C:32]3[CH:31]=[CH:6][C:11]([B:21]4[O:22][C:23]([CH3:28])([CH3:29])[C:24]([CH3:26])([CH3:27])[O:25]4)=[CH:2][CH:1]=3)=[N:7][C:6]=2[CH:11]=1. The yield is 0.770. (3) The reactants are [NH2:1][C:2]1[N:3]=[C:4]2[CH:9]=[CH:8][C:7]([O:10][C:11]3[CH:12]=[C:13]([NH:17][C:18](=[O:29])[C:19]4[CH:24]=[CH:23][CH:22]=[C:21]([C:25]([F:28])([F:27])[F:26])[CH:20]=4)[CH:14]=[CH:15][CH:16]=3)=[N:6][N:5]2[CH:30]=1.[C:31](O)(=[O:34])[CH2:32][CH3:33].Cl.CN(C)CCCN=C=NCC.ON1C2C=CC=CC=2N=N1.C(N(CC)CC)C. The catalyst is CN(C)C=O. The product is [C:31]([NH:1][C:2]1[N:3]=[C:4]2[CH:9]=[CH:8][C:7]([O:10][C:11]3[CH:12]=[C:13]([NH:17][C:18](=[O:29])[C:19]4[CH:24]=[CH:23][CH:22]=[C:21]([C:25]([F:28])([F:27])[F:26])[CH:20]=4)[CH:14]=[CH:15][CH:16]=3)=[N:6][N:5]2[CH:30]=1)(=[O:34])[CH2:32][CH3:33]. The yield is 0.680.